Dataset: NCI-60 drug combinations with 297,098 pairs across 59 cell lines. Task: Regression. Given two drug SMILES strings and cell line genomic features, predict the synergy score measuring deviation from expected non-interaction effect. (1) Drug 1: C1C(C(OC1N2C=NC3=C2NC=NCC3O)CO)O. Drug 2: N.N.Cl[Pt+2]Cl. Cell line: RXF 393. Synergy scores: CSS=46.2, Synergy_ZIP=0.710, Synergy_Bliss=0.162, Synergy_Loewe=0.781, Synergy_HSA=1.20. (2) Drug 1: CC1=CC=C(C=C1)C2=CC(=NN2C3=CC=C(C=C3)S(=O)(=O)N)C(F)(F)F. Drug 2: CN1C2=C(C=C(C=C2)N(CCCl)CCCl)N=C1CCCC(=O)O.Cl. Cell line: K-562. Synergy scores: CSS=-2.88, Synergy_ZIP=1.22, Synergy_Bliss=-4.13, Synergy_Loewe=-3.06, Synergy_HSA=-6.88. (3) Drug 1: C1C(C(OC1N2C=C(C(=O)NC2=O)F)CO)O. Drug 2: CC1CCC2CC(C(=CC=CC=CC(CC(C(=O)C(C(C(=CC(C(=O)CC(OC(=O)C3CCCCN3C(=O)C(=O)C1(O2)O)C(C)CC4CCC(C(C4)OC)OCCO)C)C)O)OC)C)C)C)OC. Cell line: EKVX. Synergy scores: CSS=0.429, Synergy_ZIP=4.95, Synergy_Bliss=6.78, Synergy_Loewe=4.39, Synergy_HSA=3.55.